Dataset: Forward reaction prediction with 1.9M reactions from USPTO patents (1976-2016). Task: Predict the product of the given reaction. The product is: [C:23]([C:20]1[CH:19]=[CH:18][C:17]([N:11]2[C:12](=[O:16])[C:13]([CH3:15])([CH3:14])[N:9]([CH2:8][C:6]3[CH:5]=[CH:4][N:3]=[C:2]([NH:1][C:29]4[CH:34]=[N:33][C:32]([CH2:35][N:36]5[CH2:37][CH2:38][CH2:39][CH2:40]5)=[CH:31][CH:30]=4)[CH:7]=3)[C:10]2=[O:27])=[CH:22][CH:21]=1)([CH3:26])([CH3:25])[CH3:24]. Given the reactants [NH2:1][C:2]1[CH:7]=[C:6]([CH2:8][N:9]2[C:13]([CH3:15])([CH3:14])[C:12](=[O:16])[N:11]([C:17]3[CH:22]=[CH:21][C:20]([C:23]([CH3:26])([CH3:25])[CH3:24])=[CH:19][CH:18]=3)[C:10]2=[O:27])[CH:5]=[CH:4][N:3]=1.Br[C:29]1[CH:30]=[CH:31][C:32]([CH2:35][N:36]2[CH2:40][CH2:39][CH2:38][CH2:37]2)=[N:33][CH:34]=1.CC1(C)C2C=CC=C(P(C3C=CC=CC=3)C3C=CC=CC=3)C=2OC2C1=CC=CC=2P(C1C=CC=CC=1)C1C=CC=CC=1.C(=O)([O-])[O-].[Cs+].[Cs+], predict the reaction product.